From a dataset of Full USPTO retrosynthesis dataset with 1.9M reactions from patents (1976-2016). Predict the reactants needed to synthesize the given product. (1) Given the product [F:8][C:9]1[CH:10]=[C:11]([NH:20][C:21]([C@H:23]2[C:32]3[C:27](=[CH:28][C:29]([CH2:33][O:34][CH3:35])=[CH:30][CH:31]=3)[CH2:26][CH2:25][N:24]2[C:36]([C@H:38]2[CH2:41][C@H:40]([CH2:42][C:43]([OH:45])=[O:44])[CH2:39]2)=[O:37])=[O:22])[CH:12]=[C:13]2[C:17]=1[C:16]([CH3:19])([CH3:18])[CH2:15][CH2:14]2, predict the reactants needed to synthesize it. The reactants are: C(O)(C(F)(F)F)=O.[F:8][C:9]1[CH:10]=[C:11]([NH:20][C:21]([C@H:23]2[C:32]3[C:27](=[CH:28][C:29]([CH2:33][O:34][CH3:35])=[CH:30][CH:31]=3)[CH2:26][CH2:25][N:24]2[C:36]([C@H:38]2[CH2:41][C@H:40]([CH2:42][C:43]([O:45]C(C)(C)C)=[O:44])[CH2:39]2)=[O:37])=[O:22])[CH:12]=[C:13]2[C:17]=1[C:16]([CH3:19])([CH3:18])[CH2:15][CH2:14]2.C(=O)([O-])O.[Na+]. (2) Given the product [C:1]([O:5][C:6](=[O:48])[N:7]([CH2:37][C:38]1[CH:43]=[CH:42][CH:41]=[C:40]([C:44]([CH3:47])([CH3:46])[CH3:45])[CH:39]=1)[C@@H:8]1[C@@H:13]([OH:14])[C@H:12]([CH2:15][C:16]2[CH:17]=[CH:18][C:19]([NH:22]/[C:23](/[SH:58])=[CH:24]/[C:25]([C:27]3[CH:32]=[CH:31][C:30]([F:33])=[CH:29][CH:28]=3)=[O:26])=[CH:20][CH:21]=2)[CH2:11][S:10](=[O:35])(=[O:36])[CH2:9]1)([CH3:3])([CH3:2])[CH3:4], predict the reactants needed to synthesize it. The reactants are: [C:1]([O:5][C:6](=[O:48])[N:7]([CH2:37][C:38]1[CH:43]=[CH:42][CH:41]=[C:40]([C:44]([CH3:47])([CH3:46])[CH3:45])[CH:39]=1)[C@@H:8]1[C@@H:13]([OH:14])[C@H:12]([CH2:15][C:16]2[CH:21]=[CH:20][C:19]([NH:22][C:23](=O)[CH2:24][C:25]([C:27]3[CH:32]=[CH:31][C:30]([F:33])=[CH:29][CH:28]=3)=[O:26])=[CH:18][CH:17]=2)[CH2:11][S:10](=[O:36])(=[O:35])[CH2:9]1)([CH3:4])([CH3:3])[CH3:2].COC1C=CC(P2(SP(C3C=CC(OC)=CC=3)(=S)S2)=[S:58])=CC=1. (3) Given the product [Cl:8][C:7]1[C:2]([NH:1][C:24]([C:17]2[C:18]3[CH:23]=[CH:22][CH:21]=[CH:20][C:19]=3[S:15][N:16]=2)=[O:26])=[CH:3][C:4]([F:14])=[C:5]([CH2:9][C:10]([O:12][CH2:13][CH3:27])=[O:11])[CH:6]=1, predict the reactants needed to synthesize it. The reactants are: [NH2:1][C:2]1[C:7]([Cl:8])=[CH:6][C:5]([CH2:9][C:10]([O:12][CH3:13])=[O:11])=[C:4]([F:14])[CH:3]=1.[S:15]1[C:19]2[CH:20]=[CH:21][CH:22]=[CH:23][C:18]=2[C:17]([C:24]([OH:26])=O)=[N:16]1.[CH:27]1C=CC2N(O)N=NC=2C=1.CCN=C=NCCCN(C)C.Cl. (4) Given the product [N+:12]1([O-:6])[C:21]2[C:16](=[C:17]3[CH:29]=[CH:28][CH:27]=[CH:26][C:18]3=[C:19]3[CH:25]=[CH:24][CH:23]=[CH:22][C:20]3=2)[N:15]=[CH:14][CH:13]=1, predict the reactants needed to synthesize it. The reactants are: ClC1C=C(C=CC=1)C(O)=[O:6].O.[N:12]1[C:21]2[C:16](=[C:17]3[CH:29]=[CH:28][CH:27]=[CH:26][C:18]3=[C:19]3[CH:25]=[CH:24][CH:23]=[CH:22][C:20]3=2)[N:15]=[CH:14][CH:13]=1. (5) The reactants are: [C:1]1([C:7]2[N:8]=[C:9]([NH:12][CH2:13][CH2:14][CH2:15][N:16]3[CH2:21][CH2:20][NH:19][CH2:18][CH2:17]3)[S:10][CH:11]=2)[CH:6]=[CH:5][CH:4]=[CH:3][CH:2]=1.Cl[C:23]1[CH:28]=[CH:27][CH:26]=[C:25]([N+:29]([O-:31])=[O:30])[N:24]=1.C(N(C(C)C)CC)(C)C. Given the product [N+:29]([C:25]1[N:24]=[C:23]([N:19]2[CH2:20][CH2:21][N:16]([CH2:15][CH2:14][CH2:13][NH:12][C:9]3[S:10][CH:11]=[C:7]([C:1]4[CH:6]=[CH:5][CH:4]=[CH:3][CH:2]=4)[N:8]=3)[CH2:17][CH2:18]2)[CH:28]=[CH:27][CH:26]=1)([O-:31])=[O:30], predict the reactants needed to synthesize it. (6) Given the product [CH2:23]([NH:25][C:26]([NH:28][C:29]1[CH:34]=[CH:33][C:32]([C:2]2[N:3]=[C:4]([N:16]3[CH2:21][CH2:20][O:19][CH2:18][C@@H:17]3[CH3:22])[C:5]3[CH:10]([CH3:11])[S:9](=[O:13])(=[O:12])[C:8]([CH3:15])([CH3:14])[C:6]=3[N:7]=2)=[CH:31][CH:30]=1)=[O:27])[CH3:24], predict the reactants needed to synthesize it. The reactants are: Cl[C:2]1[N:3]=[C:4]([N:16]2[CH2:21][CH2:20][O:19][CH2:18][C@@H:17]2[CH3:22])[C:5]2[CH:10]([CH3:11])[S:9](=[O:13])(=[O:12])[C:8]([CH3:15])([CH3:14])[C:6]=2[N:7]=1.[CH2:23]([NH:25][C:26]([NH:28][C:29]1[CH:34]=[CH:33][C:32](B2OC(C)(C)C(C)(C)O2)=[CH:31][CH:30]=1)=[O:27])[CH3:24].